From a dataset of Forward reaction prediction with 1.9M reactions from USPTO patents (1976-2016). Predict the product of the given reaction. Given the reactants [CH3:1][CH2:2][C@H:3]1[O:18][C:16](=[O:17])[C@H:15]([CH3:19])[C@@H:14]([O:20][C@@H:21]2[O:26][C@@H:25]([CH3:27])[C@H:24]([OH:28])[C@@:23]([O:30][CH3:31])([CH3:29])[CH2:22]2)[C@H:13]([CH3:32])[C@@H:12]([O:33][C@@H:34]2[O:39][C@H:38]([CH3:40])[CH2:37][C@H:36]([N:41]([CH3:43])[CH3:42])[C@H:35]2[OH:44])[C@@:11](O)([CH3:45])[CH2:10][C@@H:9]([CH3:47])[C:7](=[O:8])[C@H:6]([CH3:48])[C@@H:5]([OH:49])[C@@:4]1([OH:51])[CH3:50].C(=O)([O-])O.[Na+], predict the reaction product. The product is: [CH3:1][CH2:2][C@H:3]1[O:18][C:16](=[O:17])[C@H:15]([CH3:19])[C@@H:14]([O:20][C@@H:21]2[O:26][C@@H:25]([CH3:27])[C@H:24]([OH:28])[C@@:23]([O:30][CH3:31])([CH3:29])[CH2:22]2)[C@H:13]([CH3:32])[C@@H:12]([O:33][C@@H:34]2[O:39][C@H:38]([CH3:40])[CH2:37][C@H:36]([N:41]([CH3:42])[CH3:43])[C@H:35]2[OH:44])[C@:11]2([CH3:45])[O:8][C:7](=[C:9]([CH3:47])[CH2:10]2)[C@H:6]([CH3:48])[C@@H:5]([OH:49])[C@@:4]1([OH:51])[CH3:50].